Regression. Given a peptide amino acid sequence and an MHC pseudo amino acid sequence, predict their binding affinity value. This is MHC class I binding data. From a dataset of Peptide-MHC class I binding affinity with 185,985 pairs from IEDB/IMGT. (1) The peptide sequence is VVISKKDTY. The MHC is HLA-A03:01 with pseudo-sequence HLA-A03:01. The binding affinity (normalized) is 0.0847. (2) The peptide sequence is CSANNSHHY. The MHC is HLA-A29:02 with pseudo-sequence HLA-A29:02. The binding affinity (normalized) is 0.422. (3) The peptide sequence is KACDLAMCY. The MHC is HLA-A23:01 with pseudo-sequence HLA-A23:01. The binding affinity (normalized) is 0.0847. (4) The peptide sequence is IQVNKGVAY. The MHC is HLA-A01:01 with pseudo-sequence HLA-A01:01. The binding affinity (normalized) is 0.0847. (5) The peptide sequence is IPLGGNGAM. The MHC is HLA-B35:01 with pseudo-sequence HLA-B35:01. The binding affinity (normalized) is 1.00.